From a dataset of Peptide-MHC class II binding affinity with 134,281 pairs from IEDB. Regression. Given a peptide amino acid sequence and an MHC pseudo amino acid sequence, predict their binding affinity value. This is MHC class II binding data. (1) The peptide sequence is VWGIKQLQARVLAVERYLKD. The MHC is DRB1_0802 with pseudo-sequence DRB1_0802. The binding affinity (normalized) is 0.386. (2) The peptide sequence is APTGMFVAAAKYMVI. The MHC is HLA-DQA10301-DQB10302 with pseudo-sequence HLA-DQA10301-DQB10302. The binding affinity (normalized) is 0.282. (3) The peptide sequence is MKYLAAFLLLGLAGN. The MHC is HLA-DQA10501-DQB10301 with pseudo-sequence HLA-DQA10501-DQB10301. The binding affinity (normalized) is 0.174. (4) The peptide sequence is YGVEGTKTPVSPGEM. The MHC is HLA-DQA10303-DQB10402 with pseudo-sequence HLA-DQA10303-DQB10402. The binding affinity (normalized) is 0. (5) The peptide sequence is EVQKVSQPATGAATV. The MHC is DRB1_0802 with pseudo-sequence DRB1_0802. The binding affinity (normalized) is 0.483. (6) The peptide sequence is SSMVEAMVSRARIDA. The MHC is DRB1_0802 with pseudo-sequence DRB1_0802. The binding affinity (normalized) is 0.477.